Dataset: HIV replication inhibition screening data with 41,000+ compounds from the AIDS Antiviral Screen. Task: Binary Classification. Given a drug SMILES string, predict its activity (active/inactive) in a high-throughput screening assay against a specified biological target. The molecule is O=C1C(c2ccccc2)C2C=CC(C2)N1O. The result is 0 (inactive).